Dataset: Forward reaction prediction with 1.9M reactions from USPTO patents (1976-2016). Task: Predict the product of the given reaction. (1) Given the reactants [C:1]([C:4]1[CH:12]=[CH:11][C:7]([C:8]([OH:10])=[O:9])=[CH:6][CH:5]=1)(=[O:3])[CH3:2].[CH2:13]([N:17]1[CH:21]=[N:20][N:19]=[C:18]1[C:22]1[C:23]([O:32][CH3:33])=[CH:24][C:25]([O:30][CH3:31])=[C:26]([CH:29]=1)[CH:27]=O)[CH:14]([CH3:16])[CH3:15].C[O-].[Li+], predict the reaction product. The product is: [CH2:13]([N:17]1[CH:21]=[N:20][N:19]=[C:18]1[C:22]1[C:23]([O:32][CH3:33])=[CH:24][C:25]([O:30][CH3:31])=[C:26](/[CH:27]=[CH:2]/[C:1]([C:4]2[CH:12]=[CH:11][C:7]([C:8]([OH:10])=[O:9])=[CH:6][CH:5]=2)=[O:3])[CH:29]=1)[CH:14]([CH3:16])[CH3:15]. (2) Given the reactants Br[CH2:2][C:3]1[CH:8]=[CH:7][C:6]([CH2:9][CH2:10][N:11]2[CH:16]=[CH:15][C:14]([O:17][CH2:18][C:19]3[CH:24]=[CH:23][CH:22]=[CH:21][N:20]=3)=[CH:13][C:12]2=[O:25])=[CH:5][CH:4]=1.[OH:26][C:27]1([CH3:33])[CH2:32][CH2:31][NH:30][CH2:29][CH2:28]1.C(N(C(C)C)C(C)C)C, predict the reaction product. The product is: [OH:26][C:27]1([CH3:33])[CH2:32][CH2:31][N:30]([CH2:2][C:3]2[CH:8]=[CH:7][C:6]([CH2:9][CH2:10][N:11]3[CH:16]=[CH:15][C:14]([O:17][CH2:18][C:19]4[CH:24]=[CH:23][CH:22]=[CH:21][N:20]=4)=[CH:13][C:12]3=[O:25])=[CH:5][CH:4]=2)[CH2:29][CH2:28]1. (3) The product is: [Br:1][C:2]1[CH:3]=[C:4]([C:5]2[N:10]3[CH:11]=[CH:12][C:13]4[C:18]([C:9]3=[N:8][N:7]=2)=[CH:17][CH:16]=[CH:15][CH:14]=4)[CH:19]=[CH:20][CH:21]=1. Given the reactants [Br:1][C:2]1[CH:3]=[C:4]([CH:19]=[CH:20][CH:21]=1)[C:5]([NH:7][NH:8][C:9]1[C:18]2[C:13](=[CH:14][CH:15]=[CH:16][CH:17]=2)[CH:12]=[CH:11][N:10]=1)=O.CN(C)C=O.C(Cl)(Cl)Cl.O, predict the reaction product.